Task: Binary Classification. Given a T-cell receptor sequence (or CDR3 region) and an epitope sequence, predict whether binding occurs between them.. Dataset: TCR-epitope binding with 47,182 pairs between 192 epitopes and 23,139 TCRs (1) The epitope is YVLDHLIVV. The TCR CDR3 sequence is CASSSRSGVEQYF. Result: 0 (the TCR does not bind to the epitope). (2) The epitope is EHPTFTSQYRIQGKL. The TCR CDR3 sequence is CASSLGTGDEQYF. Result: 0 (the TCR does not bind to the epitope). (3) The epitope is LPPAYTNSF. The TCR CDR3 sequence is CASSEGQGNTEAFF. Result: 0 (the TCR does not bind to the epitope). (4) The epitope is MLNIPSINV. The TCR CDR3 sequence is CASMGTGFDGYTF. Result: 0 (the TCR does not bind to the epitope). (5) The epitope is VLWAHGFEL. The TCR CDR3 sequence is CASSLDFSYEQYF. Result: 1 (the TCR binds to the epitope). (6) The epitope is RQLLFVVEV. The TCR CDR3 sequence is CASSLAGAGEQYF. Result: 1 (the TCR binds to the epitope). (7) The epitope is ILGLPTQTV. The TCR CDR3 sequence is CATSASTGDGYTF. Result: 1 (the TCR binds to the epitope).